From a dataset of Catalyst prediction with 721,799 reactions and 888 catalyst types from USPTO. Predict which catalyst facilitates the given reaction. (1) Reactant: [F:1][C:2]([P:8]([C:14]([F:20])([F:19])[C:15]([F:18])([F:17])[F:16])(=[O:13])[O:9][CH2:10][C:11]#[CH:12])([F:7])[C:3]([F:6])([F:5])[F:4].[CH3:21][N:22]1[CH2:26][CH2:25][CH2:24][CH2:23]1. Product: [F:7][C:2]([P:8]([C:14]([F:19])([F:20])[C:15]([F:18])([F:17])[F:16])(=[O:9])[O-:13])([F:1])[C:3]([F:6])([F:5])[F:4].[CH3:21][N+:22]1([CH2:10][C:11]#[CH:12])[CH2:26][CH2:25][CH2:24][CH2:23]1. The catalyst class is: 81. (2) Reactant: [CH3:1][CH:2]([CH3:28])[CH:3]([NH:15]S(C1C=CC=CC=1[N+]([O-])=O)(=O)=O)[CH2:4][N:5]1[CH:9]=[CH:8][C:7]([CH:10]=C)=[C:6]1/[CH:12]=[CH:13]\[CH3:14].C([O-])([O-])=O.[K+].[K+].C1(S)C=CC=CC=1. Product: [N:5]1([CH2:4][CH:3]([NH2:15])[CH:2]([CH3:1])[CH3:28])[C:6]2[C:7](=[CH:10][CH:14]=[CH:13][CH:12]=2)[CH:8]=[CH:9]1. The catalyst class is: 18. (3) Reactant: [C:1]([C:3]1[CH:12]=[CH:11][C:6]([C:7](OC)=[O:8])=[CH:5][C:4]=1[F:13])#[N:2].[Cl-].[Cl-].[Ca+2].[BH4-].[Na+]. Product: [F:13][C:4]1[CH:5]=[C:6]([CH2:7][OH:8])[CH:11]=[CH:12][C:3]=1[C:1]#[N:2]. The catalyst class is: 219. (4) The catalyst class is: 7. Reactant: [Br:1][C:2]1[CH:10]=[C:9]2[C:5]([C:6]([C:11]([O:13][CH3:14])=[O:12])=[CH:7][NH:8]2)=[CH:4][CH:3]=1.[H-].[Na+].[N:17]1[CH:22]=[CH:21][CH:20]=[C:19]([S:23](Cl)(=[O:25])=[O:24])[CH:18]=1.O. Product: [Br:1][C:2]1[CH:10]=[C:9]2[C:5]([C:6]([C:11]([O:13][CH3:14])=[O:12])=[CH:7][N:8]2[S:23]([C:19]2[CH:18]=[N:17][CH:22]=[CH:21][CH:20]=2)(=[O:25])=[O:24])=[CH:4][CH:3]=1. (5) Reactant: C([Li])CCC.Br[C:7]1[C:16]2[C:11](=[CH:12][CH:13]=[CH:14][CH:15]=2)[CH:10]=[N:9][CH:8]=1.C1C=CC(S(N(S(C2C=CC=CC=2)(=O)=O)[F:27])(=O)=O)=CC=1. Product: [F:27][C:7]1[C:16]2[C:11](=[CH:12][CH:13]=[CH:14][CH:15]=2)[CH:10]=[N:9][CH:8]=1. The catalyst class is: 392. (6) Reactant: C([O:4][CH2:5][C:6]1[C:11]([CH3:12])=[C:10]([O:13][CH2:14][CH2:15][CH2:16][CH3:17])[CH:9]=[CH:8][N:7]=1)(=O)C.[OH-].[Na+]. Product: [OH:4][CH2:5][C:6]1[C:11]([CH3:12])=[C:10]([O:13][CH2:14][CH2:15][CH2:16][CH3:17])[CH:9]=[CH:8][N:7]=1. The catalyst class is: 11. (7) Reactant: [C:1]1([C:7]2[S:11][C:10]([C:12]([O:14]CC)=[O:13])=[N:9][CH:8]=2)[CH:6]=[CH:5][CH:4]=[CH:3][CH:2]=1.[OH-].[Li+:18]. Product: [C:1]1([C:7]2[S:11][C:10]([C:12]([O-:14])=[O:13])=[N:9][CH:8]=2)[CH:2]=[CH:3][CH:4]=[CH:5][CH:6]=1.[Li+:18]. The catalyst class is: 38. (8) Product: [CH3:22][O:21][C:19]1[C:18]([O:23][CH3:24])=[CH:17][C:16]2[N:12]([CH2:11][C:9]3[CH:8]=[CH:7][C:5]4[N:6]=[C:2]([NH:25][C:26]5[CH:31]=[CH:30][CH:29]=[CH:28][C:27]=5[OH:32])[S:3][C:4]=4[CH:10]=3)[CH:13]=[N:14][C:15]=2[CH:20]=1. The catalyst class is: 44. Reactant: Br[C:2]1[S:3][C:4]2[CH:10]=[C:9]([CH2:11][N:12]3[C:16]4[CH:17]=[C:18]([O:23][CH3:24])[C:19]([O:21][CH3:22])=[CH:20][C:15]=4[N:14]=[CH:13]3)[CH:8]=[CH:7][C:5]=2[N:6]=1.[NH2:25][C:26]1[CH:31]=[CH:30][CH:29]=[CH:28][C:27]=1[OH:32].CCN(C(C)C)C(C)C. (9) Reactant: C[O:2][C:3]([C:5]1[CH:6]=[CH:7][CH:8]=[C:9]2[C:14]=1[NH:13][CH:12]([C:15]1[CH:20]=[CH:19][CH:18]=[C:17]([N:21]3[CH2:26][CH2:25][O:24][CH2:23][CH2:22]3)[CH:16]=1)[CH2:11][C:10]2([CH3:28])[CH3:27])=[O:4].[OH-].[Na+].Cl. Product: [CH3:27][C:10]1([CH3:28])[C:9]2[C:14](=[C:5]([C:3]([OH:4])=[O:2])[CH:6]=[CH:7][CH:8]=2)[NH:13][CH:12]([C:15]2[CH:20]=[CH:19][CH:18]=[C:17]([N:21]3[CH2:26][CH2:25][O:24][CH2:23][CH2:22]3)[CH:16]=2)[CH2:11]1. The catalyst class is: 364. (10) Reactant: [OH:1][C:2]1[CH:3]=[C:4]([CH:10]=[CH:11][CH:12]=1)[C:5]([O:7]CC)=[O:6].C(=O)([O-])[O-].[K+].[K+].Br[CH2:20][CH:21]1[CH2:23][CH2:22]1. Product: [CH:21]1([CH2:20][O:1][C:2]2[CH:3]=[C:4]([CH:10]=[CH:11][CH:12]=2)[C:5]([OH:7])=[O:6])[CH2:23][CH2:22]1. The catalyst class is: 39.